Dataset: Forward reaction prediction with 1.9M reactions from USPTO patents (1976-2016). Task: Predict the product of the given reaction. (1) Given the reactants Br[C:2]1[CH:7]=[CH:6][C:5]([C:8]2[C:9]3[C:14]([C:15]4[CH:16]=[CH:17][CH:18]=[CH:19][C:20]=4[CH:21]=2)=[CH:13][CH:12]=[CH:11][CH:10]=3)=[CH:4][CH:3]=1.C([Li])CCC.[B:27](OC(C)C)([O:32]C(C)C)[O:28]C(C)C.Cl, predict the reaction product. The product is: [CH:19]1[C:20]2[CH:21]=[C:8]([C:5]3[CH:6]=[CH:7][C:2]([B:27]([OH:32])[OH:28])=[CH:3][CH:4]=3)[C:9]3[C:14](=[CH:13][CH:12]=[CH:11][CH:10]=3)[C:15]=2[CH:16]=[CH:17][CH:18]=1. (2) The product is: [C:1]([O:5][C:6]([NH:8][C@H:9]([C:13]([NH:32][CH2:28][CH:29]([CH3:31])[CH3:30])=[O:15])[CH:10]([CH3:11])[CH3:12])=[O:7])([CH3:2])([CH3:3])[CH3:4]. Given the reactants [C:1]([O:5][C:6]([NH:8][C@H:9]([C:13]([OH:15])=O)[CH:10]([CH3:12])[CH3:11])=[O:7])([CH3:4])([CH3:3])[CH3:2].C(N1C=CN=C1)(N1C=CN=C1)=O.[CH2:28]([NH2:32])[CH:29]([CH3:31])[CH3:30], predict the reaction product. (3) Given the reactants [C:1]([N:4]1[CH2:9][CH2:8][N:7]([C:10]2[CH:11]=[CH:12][C:13]([NH:16][C:17](=[O:30])[CH2:18][C:19]3[CH:24]=[CH:23][C:22](Br)=[C:21]([C:26]([F:29])([F:28])[F:27])[CH:20]=3)=[N:14][CH:15]=2)[CH2:6][CH2:5]1)(=[O:3])[CH3:2].[CH3:31][C:32]1([CH3:48])[C:36]([CH3:38])([CH3:37])[O:35][B:34]([B:34]2[O:35][C:36]([CH3:38])([CH3:37])[C:32]([CH3:48])([CH3:31])[O:33]2)[O:33]1.CC([O-])=O.[K+].C(Cl)Cl, predict the reaction product. The product is: [C:1]([N:4]1[CH2:9][CH2:8][N:7]([C:10]2[CH:11]=[CH:12][C:13]([NH:16][C:17](=[O:30])[CH2:18][C:19]3[CH:24]=[CH:23][C:22]([B:34]4[O:35][C:36]([CH3:38])([CH3:37])[C:32]([CH3:48])([CH3:31])[O:33]4)=[C:21]([C:26]([F:29])([F:28])[F:27])[CH:20]=3)=[N:14][CH:15]=2)[CH2:6][CH2:5]1)(=[O:3])[CH3:2].